Regression. Given two drug SMILES strings and cell line genomic features, predict the synergy score measuring deviation from expected non-interaction effect. From a dataset of NCI-60 drug combinations with 297,098 pairs across 59 cell lines. (1) Drug 1: CC1CCC2CC(C(=CC=CC=CC(CC(C(=O)C(C(C(=CC(C(=O)CC(OC(=O)C3CCCCN3C(=O)C(=O)C1(O2)O)C(C)CC4CCC(C(C4)OC)OCCO)C)C)O)OC)C)C)C)OC. Drug 2: CC1C(C(CC(O1)OC2CC(OC(C2O)C)OC3=CC4=CC5=C(C(=O)C(C(C5)C(C(=O)C(C(C)O)O)OC)OC6CC(C(C(O6)C)O)OC7CC(C(C(O7)C)O)OC8CC(C(C(O8)C)O)(C)O)C(=C4C(=C3C)O)O)O)O. Cell line: IGROV1. Synergy scores: CSS=34.4, Synergy_ZIP=-5.65, Synergy_Bliss=-0.745, Synergy_Loewe=-5.35, Synergy_HSA=0.119. (2) Drug 1: C1CC(C1)(C2=CC=C(C=C2)C3=C(C=C4C(=N3)C=CN5C4=NNC5=O)C6=CC=CC=C6)N. Drug 2: CCC1=C2N=C(C=C(N2N=C1)NCC3=C[N+](=CC=C3)[O-])N4CCCCC4CCO. Cell line: NCI-H460. Synergy scores: CSS=71.4, Synergy_ZIP=1.20, Synergy_Bliss=-0.424, Synergy_Loewe=-1.63, Synergy_HSA=2.13. (3) Drug 1: C1=CC(=CC=C1C#N)C(C2=CC=C(C=C2)C#N)N3C=NC=N3. Cell line: DU-145. Synergy scores: CSS=2.97, Synergy_ZIP=0.268, Synergy_Bliss=0.927, Synergy_Loewe=-5.24, Synergy_HSA=-5.00. Drug 2: CS(=O)(=O)CCNCC1=CC=C(O1)C2=CC3=C(C=C2)N=CN=C3NC4=CC(=C(C=C4)OCC5=CC(=CC=C5)F)Cl. (4) Drug 1: CN(C)N=NC1=C(NC=N1)C(=O)N. Drug 2: C(=O)(N)NO. Cell line: HL-60(TB). Synergy scores: CSS=36.1, Synergy_ZIP=6.26, Synergy_Bliss=11.4, Synergy_Loewe=4.02, Synergy_HSA=12.9. (5) Drug 1: CCC1=CC2CC(C3=C(CN(C2)C1)C4=CC=CC=C4N3)(C5=C(C=C6C(=C5)C78CCN9C7C(C=CC9)(C(C(C8N6C)(C(=O)OC)O)OC(=O)C)CC)OC)C(=O)OC.C(C(C(=O)O)O)(C(=O)O)O. Drug 2: CS(=O)(=O)CCNCC1=CC=C(O1)C2=CC3=C(C=C2)N=CN=C3NC4=CC(=C(C=C4)OCC5=CC(=CC=C5)F)Cl. Cell line: RXF 393. Synergy scores: CSS=34.6, Synergy_ZIP=5.51, Synergy_Bliss=7.91, Synergy_Loewe=-14.6, Synergy_HSA=5.49.